This data is from Choline transporter screen with 302,306 compounds. The task is: Binary Classification. Given a drug SMILES string, predict its activity (active/inactive) in a high-throughput screening assay against a specified biological target. (1) The molecule is OC(=O)C(NC(=O)NC(C)C)CC(C)C. The result is 0 (inactive). (2) The molecule is s1c(CC(=O)NC(Cc2c3c([nH]c2)cccc3)C(O)=O)ccc1. The result is 0 (inactive). (3) The molecule is Clc1ccc(CN(C(=O)c2c(N3CCCC3)ccc(S(=O)(=O)N3CCOCC3)c2)C)cc1. The result is 0 (inactive). (4) The drug is O=C(NC1CCCCC1)NC(c1cc2OCOc2cc1)C. The result is 1 (active). (5) The molecule is S=C(N(Cc1cc(OC)c(OC)c(OC)c1)CC)Nc1cc(SC)ccc1. The result is 0 (inactive). (6) The result is 0 (inactive). The molecule is O(c1ccc(CNC(=O)C\C(=N\NC(=O)COc2ccccc2)C)cc1)C. (7) The drug is O(c1c(NC(=O)CCCC)cc(OCC)c(NC(=O)c2c([N+]([O-])=O)cccc2)c1)CC. The result is 0 (inactive). (8) The compound is s1c(CN2CCN(CC2)Cc2c([nH]nc2)c2c(F)cc(OC)cc2)ccc1. The result is 0 (inactive).